Dataset: Full USPTO retrosynthesis dataset with 1.9M reactions from patents (1976-2016). Task: Predict the reactants needed to synthesize the given product. Given the product [CH3:1][C:2]1[CH:7]=[CH:6][C:5]([NH:8][C:29]([NH:28][C:22]2[CH:27]=[CH:26][CH:25]=[CH:24][CH:23]=2)=[O:30])=[CH:4][C:3]=1[NH:9][C:10]1[C:15]([C:16]2[CH:21]=[CH:20][N:19]=[CH:18][N:17]=2)=[CH:14][CH:13]=[CH:12][N:11]=1, predict the reactants needed to synthesize it. The reactants are: [CH3:1][C:2]1[CH:7]=[CH:6][C:5]([NH2:8])=[CH:4][C:3]=1[NH:9][C:10]1[C:15]([C:16]2[CH:21]=[CH:20][N:19]=[CH:18][N:17]=2)=[CH:14][CH:13]=[CH:12][N:11]=1.[C:22]1([N:28]=[C:29]=[O:30])[CH:27]=[CH:26][CH:25]=[CH:24][CH:23]=1.